This data is from Reaction yield outcomes from USPTO patents with 853,638 reactions. The task is: Predict the reaction yield, written as a fraction of the theoretical maximum amount of product (1.0 means a 100% yield; for example, 0.34 means a 34% yield). The reactants are C(N(C(C)C)CC)(C)C.CN(C(ON1N=NC2C=CC=CC1=2)=[N+](C)C)C.F[P-](F)(F)(F)(F)F.[CH3:34][N:35]([CH3:41])[C@H:36]1[CH2:40][CH2:39][NH:38][CH2:37]1.[CH2:42]([O:44][C:45](=[O:57])[CH2:46][N:47]1[CH:51]=[CH:50][N:49]=[C:48]1[CH2:52][CH2:53][C:54](O)=[O:55])[CH3:43]. The catalyst is ClCCl. The product is [CH3:34][N:35]([CH3:41])[C@H:36]1[CH2:40][CH2:39][N:38]([C:54](=[O:55])[CH2:53][CH2:52][C:48]2[N:47]([CH2:46][C:45]([O:44][CH2:42][CH3:43])=[O:57])[CH:51]=[CH:50][N:49]=2)[CH2:37]1. The yield is 0.930.